From a dataset of Full USPTO retrosynthesis dataset with 1.9M reactions from patents (1976-2016). Predict the reactants needed to synthesize the given product. (1) Given the product [O:1]=[C:2]1[C:10]2([CH2:14][O:13][C:12]3[CH:15]=[C:16]4[C:20](=[CH:21][C:11]2=3)[CH2:19][CH2:18][O:17]4)[C:9]2[C:4](=[CH:5][CH:6]=[CH:7][CH:8]=2)[N:3]1[CH2:22][C:23]([OH:25])=[O:24], predict the reactants needed to synthesize it. The reactants are: [O:1]=[C:2]1[C:10]2([CH2:14][O:13][C:12]3[CH:15]=[C:16]4[C:20](=[CH:21][C:11]2=3)[CH2:19][CH2:18][O:17]4)[C:9]2[C:4](=[CH:5][CH:6]=[CH:7][CH:8]=2)[N:3]1[CH2:22][C:23]([O:25]CC)=[O:24].[Li+].[OH-].Cl. (2) Given the product [C:24]([O:23][C:21](=[O:22])[N:16]([CH2:15][CH2:14][C:10]1[CH:11]=[CH:12][CH:13]=[C:8]([CH2:7][CH2:6][OH:5])[CH:9]=1)[CH2:17][CH2:18][O:19][CH3:20])([CH3:25])([CH3:27])[CH3:26], predict the reactants needed to synthesize it. The reactants are: [BH4-].[Li+].C([O:5][C:6](=O)[CH2:7][C:8]1[CH:13]=[CH:12][CH:11]=[C:10]([CH2:14][CH2:15][N:16]([C:21]([O:23][C:24]([CH3:27])([CH3:26])[CH3:25])=[O:22])[CH2:17][CH2:18][O:19][CH3:20])[CH:9]=1)C. (3) Given the product [CH3:25][O:26][C:27]1[CH:35]=[CH:34][C:30]([C:31]([N:1]([C:31](=[O:32])[C:30]2[CH:34]=[CH:35][C:27]([O:26][CH3:25])=[CH:28][CH:29]=2)[C:2]2[C:11]([C:12]#[N:13])=[C:10]([NH:14][CH2:15][C:16]3[CH:21]=[CH:20][CH:19]=[CH:18][CH:17]=3)[C:9]3[C:4](=[CH:5][CH:6]=[C:7]([N+:22]([O-:24])=[O:23])[CH:8]=3)[N:3]=2)=[O:32])=[CH:29][CH:28]=1, predict the reactants needed to synthesize it. The reactants are: [NH2:1][C:2]1[C:11]([C:12]#[N:13])=[C:10]([NH:14][CH2:15][C:16]2[CH:21]=[CH:20][CH:19]=[CH:18][CH:17]=2)[C:9]2[C:4](=[CH:5][CH:6]=[C:7]([N+:22]([O-:24])=[O:23])[CH:8]=2)[N:3]=1.[CH3:25][O:26][C:27]1[CH:35]=[CH:34][C:30]([C:31](Cl)=[O:32])=[CH:29][CH:28]=1.